Dataset: Catalyst prediction with 721,799 reactions and 888 catalyst types from USPTO. Task: Predict which catalyst facilitates the given reaction. (1) Product: [Cl:1][C:2]1[CH:9]=[C:8]([O:10][CH2:11][CH2:12][O:13][CH3:14])[CH:7]=[C:6]([Cl:15])[C:3]=1[C:4]([OH:17])=[O:5]. Reactant: [Cl:1][C:2]1[CH:9]=[C:8]([O:10][CH2:11][CH2:12][O:13][CH3:14])[CH:7]=[C:6]([Cl:15])[C:3]=1[CH:4]=[O:5].[Mn]([O-])(=O)(=O)=[O:17].[K+]. The catalyst class is: 95. (2) Reactant: [CH3:1][O:2][C:3]1[CH:8]=[CH:7][C:6]([N:9]2[CH:13]=[C:12]([CH:14]=[O:15])[C:11]([CH2:16][N:17]3[CH2:22][CH2:21][O:20][CH2:19][CH2:18]3)=[N:10]2)=[CH:5][CH:4]=1.[CH:23]1([Mg]Br)[CH2:28][CH2:27][CH2:26][CH2:25][CH2:24]1. Product: [CH:23]1([CH:14]([C:12]2[C:11]([CH2:16][N:17]3[CH2:22][CH2:21][O:20][CH2:19][CH2:18]3)=[N:10][N:9]([C:6]3[CH:7]=[CH:8][C:3]([O:2][CH3:1])=[CH:4][CH:5]=3)[CH:13]=2)[OH:15])[CH2:28][CH2:27][CH2:26][CH2:25][CH2:24]1. The catalyst class is: 7. (3) Reactant: [CH3:1][C:2]1[C:3]2[CH:12]=[CH:11][CH:10]=[CH:9][C:4]=2[S:5][C:6]=1[CH:7]=O.CN.CC(O)=O.[C:19]([BH3-])#[N:20].[Na+]. Product: [CH3:1][C:2]1[C:3]2[CH:12]=[CH:11][CH:10]=[CH:9][C:4]=2[S:5][C:6]=1[CH2:7][NH:20][CH3:19]. The catalyst class is: 5. (4) Reactant: O[C:2]1[CH:9]=[CH:8][C:5]([C:6]#[N:7])=[CH:4][CH:3]=1.[C:10](=[O:13])([O-])[O-].[Cs+].[Cs+].BrC[CH:18]1[CH2:23][CH2:22][O:21][CH2:20][CH2:19]1.O. Product: [O:21]1[CH2:22][CH2:23][CH:18]([O:13][CH2:10][C:2]2[CH:9]=[CH:8][C:5]([C:6]#[N:7])=[CH:4][CH:3]=2)[CH2:19][CH2:20]1. The catalyst class is: 3.